Task: Predict the reactants needed to synthesize the given product.. Dataset: Full USPTO retrosynthesis dataset with 1.9M reactions from patents (1976-2016) The reactants are: [Cl:1][C:2]1[CH:3]=[C:4]([CH2:8][O:9][C:10]2[CH:19]=[C:18]3[C:13]([CH:14]=[C:15]([C:20]([O:22][CH2:23]C)=[O:21])[CH:16]=[N:17]3)=[CH:12][CH:11]=2)[CH:5]=[CH:6][CH:7]=1.C([O-])([O-])=O.[K+].[K+]. Given the product [Cl:1][C:2]1[CH:3]=[C:4]([CH:5]=[CH:6][CH:7]=1)[CH2:8][O:9][C:10]1[CH:19]=[C:18]2[C:13]([CH:14]=[C:15]([C:20]([O:22][CH3:23])=[O:21])[CH:16]=[N:17]2)=[CH:12][CH:11]=1, predict the reactants needed to synthesize it.